Dataset: Reaction yield outcomes from USPTO patents with 853,638 reactions. Task: Predict the reaction yield, written as a fraction of the theoretical maximum amount of product (1.0 means a 100% yield; for example, 0.34 means a 34% yield). (1) The reactants are Br[C:2]1[CH:3]=[CH:4][C:5]([C:8]2[O:9][C:10]([C:13]3[C:14]([C:19]4[CH:24]=[CH:23][CH:22]=[CH:21][CH:20]=4)=[N:15][O:16][C:17]=3[CH3:18])=[N:11][N:12]=2)=[N:6][CH:7]=1.[NH:25]1[CH2:30][CH2:29][O:28][CH2:27][CH2:26]1. The catalyst is [I-].C([N+](CCCC)(CCCC)CCCC)CCC.C(OCC)(=O)C. The product is [CH3:18][C:17]1[O:16][N:15]=[C:14]([C:19]2[CH:24]=[CH:23][CH:22]=[CH:21][CH:20]=2)[C:13]=1[C:10]1[O:9][C:8]([C:5]2[N:6]=[CH:7][C:2]([N:25]3[CH2:30][CH2:29][O:28][CH2:27][CH2:26]3)=[CH:3][CH:4]=2)=[N:12][N:11]=1. The yield is 0.470. (2) The reactants are [N+:1]([C:4]1[CH:5]=[C:6]([CH:16]=[CH:17][CH:18]=1)[C:7]([NH:9][C:10]1[CH:15]=[CH:14][N:13]=[CH:12][CH:11]=1)=[O:8])([O-])=O. The catalyst is CCO.[Pd]. The product is [NH2:1][C:4]1[CH:5]=[C:6]([CH:16]=[CH:17][CH:18]=1)[C:7]([NH:9][C:10]1[CH:15]=[CH:14][N:13]=[CH:12][CH:11]=1)=[O:8]. The yield is 0.940. (3) The reactants are [F:1][C:2]1[CH:7]=[CH:6][CH:5]=[CH:4][C:3]=1[C@:8]1([CH2:32][C:33]([OH:36])([CH3:35])[CH3:34])[O:13][C:12](=[O:14])[N:11]([C@H:15]([C:17]2[CH:22]=[CH:21][C:20](B3OC(C)(C)C(C)(C)O3)=[CH:19][CH:18]=2)[CH3:16])[CH2:10][CH2:9]1.Br[C:38]1[CH:39]=[CH:40][C:41](=[O:45])[N:42]([CH3:44])[CH:43]=1.C([O-])([O-])=O.[Cs+].[Cs+]. The catalyst is O1CCOCC1.Cl[Pd](Cl)([P](C1C=CC=CC=1)(C1C=CC=CC=1)C1C=CC=CC=1)[P](C1C=CC=CC=1)(C1C=CC=CC=1)C1C=CC=CC=1. The product is [F:1][C:2]1[CH:7]=[CH:6][CH:5]=[CH:4][C:3]=1[C@:8]1([CH2:32][C:33]([OH:36])([CH3:35])[CH3:34])[O:13][C:12](=[O:14])[N:11]([C@H:15]([C:17]2[CH:18]=[CH:19][C:20]([C:38]3[CH:39]=[CH:40][C:41](=[O:45])[N:42]([CH3:44])[CH:43]=3)=[CH:21][CH:22]=2)[CH3:16])[CH2:10][CH2:9]1. The yield is 0.100. (4) The reactants are [F:1][C:2]1[CH:7]=[CH:6][C:5]([C:8]2[S:12][C:11]([C:13]([O:15]CC)=[O:14])=[CH:10][CH:9]=2)=[CH:4][CH:3]=1.[OH-].[Na+]. The catalyst is CCO. The product is [F:1][C:2]1[CH:3]=[CH:4][C:5]([C:8]2[S:12][C:11]([C:13]([OH:15])=[O:14])=[CH:10][CH:9]=2)=[CH:6][CH:7]=1. The yield is 0.644. (5) The reactants are [CH2:1]([O:3][C:4]1[CH:5]=[C:6]([CH:12]([N:18]2[C:26](=[O:27])[C:25]3[C:20](=[CH:21][CH:22]=[C:23]([N+:31]([O-])=O)[C:24]=3[N+:28]([O-])=O)[C:19]2=[O:34])[CH2:13][S:14]([CH3:17])(=[O:16])=[O:15])[CH:7]=[CH:8][C:9]=1[O:10][CH3:11])[CH3:2]. The catalyst is C(OCC)(=O)C.[Pd]. The product is [CH2:1]([O:3][C:4]1[CH:5]=[C:6]([CH:12]([N:18]2[C:26](=[O:27])[C:25]3[C:20](=[CH:21][CH:22]=[C:23]([NH2:31])[C:24]=3[NH2:28])[C:19]2=[O:34])[CH2:13][S:14]([CH3:17])(=[O:16])=[O:15])[CH:7]=[CH:8][C:9]=1[O:10][CH3:11])[CH3:2]. The yield is 0.730. (6) The reactants are [N:1]([C:12]([CH3:14])=[O:13])([CH2:7]NC(C)=O)[CH2:2]NC(C)=O.C=[O:16].[C:17]([OH:20])(=[O:19])C.COCC[O:25][CH3:26]. No catalyst specified. The product is [C:12]([N:1]([CH2:2][C:26]([OH:25])=[O:16])[CH2:7][C:17]([OH:20])=[O:19])(=[O:13])[CH3:14]. The yield is 0.300.